From a dataset of Full USPTO retrosynthesis dataset with 1.9M reactions from patents (1976-2016). Predict the reactants needed to synthesize the given product. Given the product [I:20][C:16]1[C:14]([NH2:15])=[N:13][C:11](=[O:12])[N:10]([CH:17]=1)[C@@H:1]1[O:9][C@H:6]([CH2:7][OH:8])[C@@H:4]([OH:5])[C@H:2]1[OH:3], predict the reactants needed to synthesize it. The reactants are: [C@@H:1]1([N:10]2[CH:17]=[CH:16][C:14]([NH2:15])=[N:13][C:11]2=[O:12])[O:9][C@H:6]([CH2:7][OH:8])[C@@H:4]([OH:5])[C@H:2]1[OH:3].II.[I:20](O)(=O)=O.